From a dataset of Full USPTO retrosynthesis dataset with 1.9M reactions from patents (1976-2016). Predict the reactants needed to synthesize the given product. (1) Given the product [CH:15]1([N:18]2[C:11](=[O:12])[C:6]3=[CH:5][C:4]([N+:1]([O-:3])=[O:2])=[CH:14][CH:13]=[C:7]3[C:8]2=[O:10])[CH2:17][CH2:16]1, predict the reactants needed to synthesize it. The reactants are: [N+:1]([C:4]1[CH:5]=[C:6]2[C:11](=[O:12])[O:10][C:8](=O)[C:7]2=[CH:13][CH:14]=1)([O-:3])=[O:2].[CH:15]1([NH2:18])[CH2:17][CH2:16]1.C(N(CC)CC)C.C(N=C=NC(C)C)(C)C. (2) The reactants are: [C:1]([O:5][C:6](=[O:35])[N:7]([C:16]1[S:17][C@:18]2([CH:33]=O)[C@H:20]([C@:21]([C:25]3[CH:30]=[C:29]([Br:31])[CH:28]=[CH:27][C:26]=3[F:32])([CH2:23][F:24])[N:22]=1)[CH2:19]2)[CH2:8][O:9][CH2:10][CH2:11][Si:12]([CH3:15])([CH3:14])[CH3:13])([CH3:4])([CH3:3])[CH3:2].[C:36](=O)([O-])[O-].[K+].[K+].COP(C(=[N+]=[N-])C(=O)C)(=O)OC. Given the product [C:1]([O:5][C:6](=[O:35])[N:7]([C:16]1[S:17][C@:18]2([C:33]#[CH:36])[C@H:20]([C@:21]([C:25]3[CH:30]=[C:29]([Br:31])[CH:28]=[CH:27][C:26]=3[F:32])([CH2:23][F:24])[N:22]=1)[CH2:19]2)[CH2:8][O:9][CH2:10][CH2:11][Si:12]([CH3:15])([CH3:13])[CH3:14])([CH3:2])([CH3:3])[CH3:4], predict the reactants needed to synthesize it. (3) The reactants are: [H-].[H-].[H-].[H-].[Li+].[Al+3].C[O:8][C:9]([C:11]1[CH:20]=[CH:19][C:18]2[CH:17]([N:21]=[N+]=[N-])[CH2:16][CH2:15][CH2:14][C:13]=2[CH:12]=1)=O.O.[OH-].[Na+]. Given the product [NH2:21][C@@H:17]1[CH2:16][CH2:15][CH2:14][C:13]2[CH:12]=[C:11]([CH2:9][OH:8])[CH:20]=[CH:19][C:18]1=2, predict the reactants needed to synthesize it. (4) Given the product [CH2:19]([O:18][C:16]([N:6]1[CH2:5][CH2:4][NH:3][C@@H:2]([CH3:1])[CH2:7]1)=[O:17])[C:20]1[CH:25]=[CH:24][CH:23]=[CH:22][CH:21]=1, predict the reactants needed to synthesize it. The reactants are: [CH3:1][C@H:2]1[CH2:7][NH:6][CH2:5][CH2:4][NH:3]1.C(N(CC)CC)C.Cl[C:16]([O:18][CH2:19][C:20]1[CH:25]=[CH:24][CH:23]=[CH:22][CH:21]=1)=[O:17].